This data is from Forward reaction prediction with 1.9M reactions from USPTO patents (1976-2016). The task is: Predict the product of the given reaction. (1) Given the reactants C[O:2][C:3]([C:5]1[CH:6]=[C:7]2[C:12](=[CH:13][CH:14]=1)[NH:11][CH:10]([C:15]1[CH:20]=[CH:19][CH:18]=[CH:17][C:16]=1[CH2:21][CH3:22])[CH2:9][C:8]2([CH3:24])[CH3:23])=[O:4].[OH-].[Na+].Cl, predict the reaction product. The product is: [CH2:21]([C:16]1[CH:17]=[CH:18][CH:19]=[CH:20][C:15]=1[CH:10]1[CH2:9][C:8]([CH3:24])([CH3:23])[C:7]2[C:12](=[CH:13][CH:14]=[C:5]([C:3]([OH:4])=[O:2])[CH:6]=2)[NH:11]1)[CH3:22]. (2) The product is: [Cl:21][C:22]1[CH:23]=[C:24]([CH:27]=[CH:28][C:29]=1[N:8]1[C:4]2=[N:5][CH:6]=[CH:7][C:2]([I:1])=[C:3]2[C:10]([C:11]([F:14])([F:12])[F:13])=[N:9]1)[C:25]#[N:26]. Given the reactants [I:1][C:2]1[CH:7]=[CH:6][N:5]=[C:4]2[NH:8][N:9]=[C:10]([C:11]([F:14])([F:13])[F:12])[C:3]=12.C(=O)([O-])[O-].[Cs+].[Cs+].[Cl:21][C:22]1[CH:23]=[C:24]([CH:27]=[CH:28][C:29]=1F)[C:25]#[N:26].C(OCC)(=O)C, predict the reaction product.